This data is from Reaction yield outcomes from USPTO patents with 853,638 reactions. The task is: Predict the reaction yield, written as a fraction of the theoretical maximum amount of product (1.0 means a 100% yield; for example, 0.34 means a 34% yield). The yield is 0.920. The catalyst is ClCCl. The product is [Cl:1][C:2]1[N:3]=[C:4]([CH3:19])[C:5]2[CH:10]([CH3:11])[CH2:9][NH:8][C:6]=2[N:7]=1. The reactants are [Cl:1][C:2]1[N:3]=[C:4]([CH3:19])[C:5]2[CH:10]([CH3:11])[CH2:9][N:8](C(OC(C)(C)C)=O)[C:6]=2[N:7]=1.FC(F)(F)C(O)=O.